Dataset: Catalyst prediction with 721,799 reactions and 888 catalyst types from USPTO. Task: Predict which catalyst facilitates the given reaction. Product: [CH3:1][O:2][C:3]([CH:5]1[CH2:13][C:12]2[C:7](=[CH:8][CH:9]=[CH:10][C:11]=2[N+:14]([O-:16])=[O:15])[CH2:6]1)=[O:4]. The catalyst class is: 16. Reactant: [CH3:1][O:2][C:3]([C:5]1(C(OC)=O)[CH2:13][C:12]2[C:7](=[CH:8][CH:9]=[CH:10][C:11]=2[N+:14]([O-:16])=[O:15])[CH2:6]1)=[O:4].[Cl-].[Li+].O.